From a dataset of Catalyst prediction with 721,799 reactions and 888 catalyst types from USPTO. Predict which catalyst facilitates the given reaction. (1) Product: [CH3:14][S:15][C:16]1[C:17]([C:19]2[CH:24]=[CH:23][CH:22]=[CH:21][CH:20]=2)=[N:1][C:11]2[C:6]([C:4]=1[C:2]([NH:1][C@H:2]([C:26]1[CH:25]=[CH:32][CH:28]=[CH:29][CH:30]=1)[CH2:4][CH3:6])=[O:3])=[CH:7][CH:8]=[CH:9][CH:10]=2. Reactant: [NH:1]1[C:11]2[C:6](=[CH:7][CH:8]=[CH:9][CH:10]=2)[C:4](=O)[C:2]1=[O:3].[OH-].[Na+].[CH3:14][S:15][CH2:16][C:17]([C:19]1[CH:24]=[CH:23][CH:22]=[CH:21][CH:20]=1)=O.[CH2:25](O)[CH3:26].[CH2:28]1[CH2:32]O[CH2:30][CH2:29]1.O. The catalyst class is: 6. (2) The catalyst class is: 19. Reactant: [N+:1]([C:4]1[C:5]([NH2:16])=[N:6][CH:7]=[CH:8][C:9]=1[C:10]1[CH:15]=[CH:14][CH:13]=[CH:12][N:11]=1)([O-])=O. Product: [N:11]1[CH:12]=[CH:13][CH:14]=[CH:15][C:10]=1[C:9]1[CH:8]=[CH:7][N:6]=[C:5]([NH2:16])[C:4]=1[NH2:1]. (3) Reactant: [CH3:1][C:2]1([CH3:25])[C:10]2[C:5](=[CH:6][C:7]([N+:11]([O-])=O)=[CH:8][CH:9]=2)[N:4]([C:14](=[O:24])[CH2:15][NH:16][C:17]([O:19][C:20]([CH3:23])([CH3:22])[CH3:21])=[O:18])[CH2:3]1.O. Product: [NH2:11][C:7]1[CH:6]=[C:5]2[C:10]([C:2]([CH3:25])([CH3:1])[CH2:3][N:4]2[C:14](=[O:24])[CH2:15][NH:16][C:17]([O:19][C:20]([CH3:22])([CH3:21])[CH3:23])=[O:18])=[CH:9][CH:8]=1. The catalyst class is: 447. (4) Reactant: [Cl:1][C:2]1[CH:3]=[CH:4][C:5]([SH:8])=[N:6][CH:7]=1.C[O-].[Na+].CO.Br[CH2:15][CH2:16][CH2:17][Cl:18].O. Product: [Cl:1][C:2]1[CH:3]=[CH:4][C:5]([S:8][CH2:15][CH2:16][CH2:17][Cl:18])=[N:6][CH:7]=1. The catalyst class is: 5. (5) The catalyst class is: 33. Product: [OH:3][CH2:4][C@@H:5]1[CH2:10][C@H:9]2[C@H:8]([CH2:11]2)[C:7](=[O:12])[NH:6]1. Reactant: CC1(C)[N:6]2[C:7](=[O:12])[C@H:8]3[CH2:11][C@H:9]3[CH2:10][C@H:5]2[CH2:4][O:3]1.O. (6) Reactant: [OH:1][CH2:2][CH2:3][NH:4][C:5](=[O:11])[O:6][C:7]([CH3:10])([CH3:9])[CH3:8].C(N(CC)CC)C.[CH3:19][S:20](Cl)(=[O:22])=[O:21].O. Product: [CH3:19][S:20]([O:1][CH2:2][CH2:3][NH:4][C:5]([O:6][C:7]([CH3:8])([CH3:10])[CH3:9])=[O:11])(=[O:22])=[O:21]. The catalyst class is: 2. (7) Reactant: C([O:3][P:4]([CH2:9][C:10]1[CH:15]=[C:14]([CH2:16][C:17]2[CH:22]=[CH:21][C:20]([CH2:23][CH3:24])=[CH:19][CH:18]=2)[CH:13]=[CH:12][C:11]=1[F:25])(=[O:8])[O:5]CC)C.Br[Si](C)(C)C.CO. Product: [CH2:23]([C:20]1[CH:19]=[CH:18][C:17]([CH2:16][C:14]2[CH:13]=[CH:12][C:11]([F:25])=[C:10]([CH:15]=2)[CH2:9][P:4](=[O:3])([OH:8])[OH:5])=[CH:22][CH:21]=1)[CH3:24]. The catalyst class is: 4. (8) Reactant: C([N:20]1[CH:24]=[C:23]([CH:25]([CH3:28])[CH2:26][NH2:27])[N:22]=[CH:21]1)(C1C=CC=CC=1)(C1C=CC=CC=1)C1C=CC=CC=1.[CH2:29]=O. Product: [CH3:28][CH:25]1[CH2:26][NH:27][CH2:29][CH:24]2[N:20]=[CH:21][NH:22][CH:23]12. The catalyst class is: 33. (9) Reactant: Cl[C:2]1[CH:7]=[C:6]([O:8][C:9]2[C:10]([CH:31]3[CH2:33][CH2:32]3)=[N:11][C:12]([N:17]3[CH2:22][CH2:21][N:20]([C:23](=[O:27])[CH2:24][CH2:25][OH:26])[C@H:19]([CH:28]4[CH2:30][CH2:29]4)[CH2:18]3)=[C:13]([CH:16]=2)[C:14]#[N:15])[CH:5]=[CH:4][N:3]=1.[B-](F)(F)(F)[CH:35]=[CH2:36].[K+].CCN(C(C)C)C(C)C. Product: [CH:31]1([C:10]2[C:9]([O:8][C:6]3[CH:5]=[CH:4][N:3]=[C:2]([CH:35]=[CH2:36])[CH:7]=3)=[CH:16][C:13]([C:14]#[N:15])=[C:12]([N:17]3[CH2:22][CH2:21][N:20]([C:23](=[O:27])[CH2:24][CH2:25][OH:26])[C@H:19]([CH:28]4[CH2:30][CH2:29]4)[CH2:18]3)[N:11]=2)[CH2:33][CH2:32]1. The catalyst class is: 32. (10) Reactant: [Br:1][C:2]1[CH:3]=[C:4]([NH:9]C(=O)C)[C:5]([CH3:8])=[N:6][CH:7]=1.C([O-])(=O)C.[K+].C(O)(=O)C.C(OC(=O)C)(=O)C.[N:29](OC(C)(C)C)=O.C(=O)(O)[O-].[Na+]. Product: [Br:1][C:2]1[CH:3]=[C:4]2[NH:9][N:29]=[CH:8][C:5]2=[N:6][CH:7]=1. The catalyst class is: 22.